From a dataset of Forward reaction prediction with 1.9M reactions from USPTO patents (1976-2016). Predict the product of the given reaction. Given the reactants [Cl:1][C:2]1[CH:3]=[C:4]([CH:10]=[C:11]([CH3:13])[N:12]=1)[C:5](OCC)=[O:6].[BH4-].[Na+].CO, predict the reaction product. The product is: [Cl:1][C:2]1[CH:3]=[C:4]([CH2:5][OH:6])[CH:10]=[C:11]([CH3:13])[N:12]=1.